Dataset: Experimentally validated miRNA-target interactions with 360,000+ pairs, plus equal number of negative samples. Task: Binary Classification. Given a miRNA mature sequence and a target amino acid sequence, predict their likelihood of interaction. The miRNA is mmu-miR-2139 with sequence AGCUGCGCUGCUCCUGGUAACUGC. The protein sequence of the target gene is MEATLEQHLEDTMKNPSIVGVLCTDSQGLNLGCRGTLSDEHAGVISVLAQQAAKLTSDPTDIPVVCLESDNGNIMIQKHDGITVAVHKMAS. Result: 0 (no interaction).